This data is from Forward reaction prediction with 1.9M reactions from USPTO patents (1976-2016). The task is: Predict the product of the given reaction. Given the reactants [CH:1]1[C:12]2=[C:13]3[CH:8]([CH2:9][CH2:10][CH2:11]2)[CH2:7][CH2:6][CH2:5][C:4]3=[CH:3][C:2]=1[NH2:14].[Cl-].[C:16]([O:27][CH3:28])(=[O:26])[C:17]1[CH:25]=[CH:24][C:20]([C:21]([O-])=[O:22])=[CH:19][CH:18]=1.Cl, predict the reaction product. The product is: [CH:1]1[C:12]2=[C:13]3[CH:8]([CH2:9][CH2:10][CH2:11]2)[CH2:7][CH2:6][CH2:5][C:4]3=[CH:3][C:2]=1[NH:14][C:21]([C:20]1[CH:24]=[CH:25][C:17]([C:16]([O:27][CH3:28])=[O:26])=[CH:18][CH:19]=1)=[O:22].